Dataset: Full USPTO retrosynthesis dataset with 1.9M reactions from patents (1976-2016). Task: Predict the reactants needed to synthesize the given product. (1) Given the product [NH2:1][C:2]1[N:7]=[CH:6][C:5]([CH2:8][CH2:9][C:10]([O:12][C:13]([CH3:16])([CH3:15])[CH3:14])=[O:11])=[CH:4][CH:3]=1, predict the reactants needed to synthesize it. The reactants are: [NH2:1][C:2]1[N:7]=[CH:6][C:5](/[CH:8]=[CH:9]/[C:10]([O:12][C:13]([CH3:16])([CH3:15])[CH3:14])=[O:11])=[CH:4][CH:3]=1.C([O-])=O.[NH4+]. (2) The reactants are: [OH:1][CH2:2][CH:3]1[CH2:8][CH2:7][N:6]([C:9]2[CH:16]=[CH:15][C:12]([C:13]#[N:14])=[CH:11][C:10]=2[C:17]([F:20])([F:19])[F:18])[CH2:5][CH2:4]1.C(N(CC)CC)C.O. Given the product [CH:2]([CH:3]1[CH2:8][CH2:7][N:6]([C:9]2[CH:16]=[CH:15][C:12]([C:13]#[N:14])=[CH:11][C:10]=2[C:17]([F:20])([F:18])[F:19])[CH2:5][CH2:4]1)=[O:1], predict the reactants needed to synthesize it. (3) The reactants are: [C:1]1([C:7]([C:12]2[CH:17]=[CH:16][CH:15]=[CH:14][CH:13]=2)([CH3:11])[C:8]([OH:10])=[O:9])[CH:6]=[CH:5][CH:4]=[CH:3][CH:2]=1.CS(O[CH:23]1[CH:28]2[CH2:29][CH2:30][CH:24]1[CH2:25][N:26]([CH2:31][C:32]1[CH:37]=[CH:36][CH:35]=[CH:34][CH:33]=1)[CH2:27]2)(=O)=O.N12CCCN=C1CCCC[CH2:39]2. Given the product [C:1]1([C:7]([C:12]2[CH:17]=[CH:16][CH:15]=[CH:14][CH:13]=2)([CH3:11])[C:8]([O:10][CH2:39][CH:23]2[CH:28]3[CH2:29][CH2:30][CH:24]2[CH2:25][N:26]([CH2:31][C:32]2[CH:37]=[CH:36][CH:35]=[CH:34][CH:33]=2)[CH2:27]3)=[O:9])[CH:2]=[CH:3][CH:4]=[CH:5][CH:6]=1, predict the reactants needed to synthesize it. (4) Given the product [O:29]=[C:20]1[C:19]([CH:16]2[CH2:17][CH2:18][N:13]([C:2]3[N:7]=[CH:6][N:5]=[C:4]([C:8]([O:10][CH2:11][CH3:12])=[O:9])[CH:3]=3)[CH2:14][CH2:15]2)=[CH:28][C:27]2[C:22](=[CH:23][CH:24]=[CH:25][CH:26]=2)[NH:21]1, predict the reactants needed to synthesize it. The reactants are: Cl[C:2]1[N:7]=[CH:6][N:5]=[C:4]([C:8]([O:10][CH2:11][CH3:12])=[O:9])[CH:3]=1.[NH:13]1[CH2:18][CH2:17][CH:16]([C:19]2[CH:20]([OH:29])[NH:21][C:22]3[C:27]([CH:28]=2)=[CH:26][CH:25]=[CH:24][CH:23]=3)[CH2:15][CH2:14]1.CCN(C(C)C)C(C)C.O. (5) Given the product [CH3:3][C:4]1[C:10]([CH3:11])=[CH:9][C:7]([NH:8][CH2:16][CH2:17][CH2:18][C:19]2[CH:20]=[N:21][CH:22]=[CH:23][CH:24]=2)=[C:6]([N+:12]([O-:14])=[O:13])[CH:5]=1, predict the reactants needed to synthesize it. The reactants are: [H-].[Na+].[CH3:3][C:4]1[C:10]([CH3:11])=[CH:9][C:7]([NH2:8])=[C:6]([N+:12]([O-:14])=[O:13])[CH:5]=1.Br[CH2:16][CH2:17][CH2:18][C:19]1[CH:20]=[N:21][CH:22]=[CH:23][CH:24]=1. (6) Given the product [Cl:45][C:41]1[C:31]([C:32](=[O:33])[NH:34][C:35]2[CH:36]=[CH:37][CH:38]=[CH:39][CH:40]=2)=[C:30]([NH:29][C:10](=[O:12])[C@@H:9]([NH:8][C:6](=[O:7])[O:5][C:1]([CH3:2])([CH3:3])[CH3:4])[CH3:13])[CH:44]=[CH:43][CH:42]=1, predict the reactants needed to synthesize it. The reactants are: [C:1]([O:5][C:6]([NH:8][C@@H:9]([CH3:13])[C:10]([OH:12])=O)=[O:7])([CH3:4])([CH3:3])[CH3:2].CN1CCOCC1.ClC(OCC(C)C)=O.[NH2:29][C:30]1[CH:44]=[CH:43][CH:42]=[C:41]([Cl:45])[C:31]=1[C:32]([NH:34][C:35]1[CH:40]=[CH:39][CH:38]=[CH:37][CH:36]=1)=[O:33].